Dataset: Rat liver microsome stability data. Task: Regression/Classification. Given a drug SMILES string, predict its absorption, distribution, metabolism, or excretion properties. Task type varies by dataset: regression for continuous measurements (e.g., permeability, clearance, half-life) or binary classification for categorical outcomes (e.g., BBB penetration, CYP inhibition). Dataset: rlm. The molecule is N#Cc1cccc(S(=O)(=O)Nc2cnccc2C(=O)Nc2nc(-c3ccccc3)cs2)c1. The result is 1 (stable in rat liver microsomes).